This data is from Full USPTO retrosynthesis dataset with 1.9M reactions from patents (1976-2016). The task is: Predict the reactants needed to synthesize the given product. (1) Given the product [Cl:1][C:2]1[CH:3]=[CH:4][C:5]([NH:8][C:9]([CH2:11][N:12]2[C:16]3[CH:17]=[C:18]([C:21]([OH:23])=[O:22])[CH:19]=[CH:20][C:15]=3[N:14]=[C:13]2[C:24]([OH:35])=[O:40])=[O:10])=[N:6][CH:7]=1, predict the reactants needed to synthesize it. The reactants are: [Cl:1][C:2]1[CH:3]=[CH:4][C:5]([NH:8][C:9]([CH2:11][N:12]2[C:16]3[CH:17]=[C:18]([C:21]([OH:23])=[O:22])[CH:19]=[CH:20][C:15]=3[N:14]=[C:13]2[C:24](=[O:35])NC2CCN(C(C)C)CC2)=[O:10])=[N:6][CH:7]=1.CNCC[OH:40]. (2) Given the product [Br:12][CH2:7][C:6]([C:5]1[S:1][CH:2]2[CH:11]=[CH:10][S:9][CH:3]2[CH:4]=1)=[O:8], predict the reactants needed to synthesize it. The reactants are: [S:1]1[C:5]([C:6](=[O:8])[CH3:7])=[CH:4][CH:3]2[S:9][CH:10]=[CH:11][CH:2]12.[Br-:12].[Br-].[Br-].C1([N+](C)(C)C)C=CC=CC=1.C1([N+](C)(C)C)C=CC=CC=1.C1([N+](C)(C)C)C=CC=CC=1. (3) Given the product [Br:6][C:7]1[CH:8]=[CH:9][C:10]2[O:13][CH:14]=[CH:15][C:11]=2[CH:12]=1, predict the reactants needed to synthesize it. The reactants are: P(=O)(O)(O)O.[Br:6][C:7]1[CH:12]=[CH:11][C:10]([O:13][CH2:14][CH:15](OCC)OCC)=[CH:9][CH:8]=1.